This data is from Full USPTO retrosynthesis dataset with 1.9M reactions from patents (1976-2016). The task is: Predict the reactants needed to synthesize the given product. (1) Given the product [CH2:24]([N:12]([C:13]1[C:18]([Cl:19])=[CH:17][C:16]([C:20]([F:23])([F:22])[F:21])=[CH:15][N:14]=1)[S:9]([C:6]1[CH:7]=[CH:8][C:3]([CH2:2][NH:1][S:33](=[O:35])(=[O:34])[N:32]([CH3:37])[CH3:31])=[CH:4][CH:5]=1)(=[O:11])=[O:10])[C:25]1[CH:26]=[CH:27][CH:28]=[CH:29][CH:30]=1, predict the reactants needed to synthesize it. The reactants are: [NH2:1][CH2:2][C:3]1[CH:8]=[CH:7][C:6]([S:9]([N:12]([CH2:24][C:25]2[CH:30]=[CH:29][CH:28]=[CH:27][CH:26]=2)[C:13]2[C:18]([Cl:19])=[CH:17][C:16]([C:20]([F:23])([F:22])[F:21])=[CH:15][N:14]=2)(=[O:11])=[O:10])=[CH:5][CH:4]=1.[CH3:31][N:32]([CH3:37])[S:33](Cl)(=[O:35])=[O:34]. (2) Given the product [CH3:38][O:39][C:40]1[CH:41]=[C:42]([C@@:48]23[CH2:56][CH2:55][C@@H:54]([NH:57][C:19]([NH:16][C:4]4[C:5]5[C:10](=[CH:9][CH:8]=[CH:7][CH:6]=5)[N:1]=[CH:2][CH:3]=4)=[O:28])[CH2:53][C@@H:52]2[N:51]([CH3:58])[CH2:50][CH2:49]3)[CH:43]=[CH:44][C:45]=1[O:46][CH3:47], predict the reactants needed to synthesize it. The reactants are: [N:1]1[C:10]2[C:5](=[CH:6][CH:7]=[CH:8][CH:9]=2)[C:4](C(O)=O)=[CH:3][CH:2]=1.CC[N:16]([CH2:19]C)CC.C1(P(N=[N+]=[N-])(C2C=CC=CC=2)=[O:28])C=CC=CC=1.[CH3:38][O:39][C:40]1[CH:41]=[C:42]([C@@:48]23[CH2:56][CH2:55][C@@H:54]([NH2:57])[CH2:53][C@@H:52]2[N:51]([CH3:58])[CH2:50][CH2:49]3)[CH:43]=[CH:44][C:45]=1[O:46][CH3:47]. (3) Given the product [Br:1][C:2]1[CH:3]=[C:4]2[C:9](=[C:10]([O:12][CH3:13])[CH:11]=1)[N:8]=[C:7]([C:14]1[CH:15]=[N:16][CH:17]=[CH:18][CH:19]=1)[N:6]=[C:5]2[NH:22][CH3:21], predict the reactants needed to synthesize it. The reactants are: [Br:1][C:2]1[CH:3]=[C:4]2[C:9](=[C:10]([O:12][CH3:13])[CH:11]=1)[N:8]=[C:7]([C:14]1[CH:15]=[N:16][CH:17]=[CH:18][CH:19]=1)[N:6]=[C:5]2Cl.[CH3:21][NH2:22]. (4) Given the product [C:42]([NH:1][N:2]1[C:10]2[C:5](=[CH:6][C:7]([C:13]([N:15]3[CH2:16][CH2:17][CH:18]([CH2:21][C:22]4[CH:27]=[CH:26][C:25]([F:28])=[CH:24][CH:23]=4)[CH2:19][CH2:20]3)=[O:14])=[C:8]([O:11][CH3:12])[CH:9]=2)[C:4]([C:29](=[O:35])[C:30]([N:32]([CH3:33])[CH3:34])=[O:31])=[CH:3]1)(=[O:44])[CH3:43], predict the reactants needed to synthesize it. The reactants are: [NH2:1][N:2]1[C:10]2[C:5](=[CH:6][C:7]([C:13]([N:15]3[CH2:20][CH2:19][CH:18]([CH2:21][C:22]4[CH:27]=[CH:26][C:25]([F:28])=[CH:24][CH:23]=4)[CH2:17][CH2:16]3)=[O:14])=[C:8]([O:11][CH3:12])[CH:9]=2)[C:4]([C:29](=[O:35])[C:30]([N:32]([CH3:34])[CH3:33])=[O:31])=[CH:3]1.N1C=CC=CC=1.[C:42](Cl)(=[O:44])[CH3:43]. (5) Given the product [Cl:1][C:2]1[CH:19]=[C:18]([F:20])[C:17]([N:21]2[C:26](=[O:27])[CH:25]=[C:24]([C:28]([F:29])([F:30])[F:31])[N:23]([CH3:32])[C:22]2=[O:33])=[CH:16][C:3]=1[O:4][C:5]1[CH:15]=[CH:14][CH:13]=[CH:12][C:6]=1[O:7][CH2:8][C:9]([OH:11])=[O:10], predict the reactants needed to synthesize it. The reactants are: [Cl:1][C:2]1[CH:19]=[C:18]([F:20])[C:17]([N:21]2[C:26](=[O:27])[CH:25]=[C:24]([C:28]([F:31])([F:30])[F:29])[N:23]([CH3:32])[C:22]2=[O:33])=[CH:16][C:3]=1[O:4][C:5]1[CH:15]=[CH:14][CH:13]=[CH:12][C:6]=1[O:7][CH2:8][C:9]([O-:11])=[O:10].C(OCC)(=O)C.[Cl-].[Na+].